From a dataset of NCI-60 drug combinations with 297,098 pairs across 59 cell lines. Regression. Given two drug SMILES strings and cell line genomic features, predict the synergy score measuring deviation from expected non-interaction effect. (1) Drug 1: C1=CC(=CC=C1CC(C(=O)O)N)N(CCCl)CCCl.Cl. Drug 2: CCC1(CC2CC(C3=C(CCN(C2)C1)C4=CC=CC=C4N3)(C5=C(C=C6C(=C5)C78CCN9C7C(C=CC9)(C(C(C8N6C=O)(C(=O)OC)O)OC(=O)C)CC)OC)C(=O)OC)O.OS(=O)(=O)O. Cell line: ACHN. Synergy scores: CSS=33.5, Synergy_ZIP=1.51, Synergy_Bliss=1.45, Synergy_Loewe=1.05, Synergy_HSA=0.696. (2) Drug 1: CC1=C2C(C(=O)C3(C(CC4C(C3C(C(C2(C)C)(CC1OC(=O)C(C(C5=CC=CC=C5)NC(=O)OC(C)(C)C)O)O)OC(=O)C6=CC=CC=C6)(CO4)OC(=O)C)OC)C)OC. Drug 2: C1=CC(=CC=C1CCC2=CNC3=C2C(=O)NC(=N3)N)C(=O)NC(CCC(=O)O)C(=O)O. Cell line: NCI-H322M. Synergy scores: CSS=44.3, Synergy_ZIP=6.37, Synergy_Bliss=6.29, Synergy_Loewe=8.54, Synergy_HSA=9.49. (3) Drug 1: C1CCC(C1)C(CC#N)N2C=C(C=N2)C3=C4C=CNC4=NC=N3. Drug 2: C1=CC=C(C=C1)NC(=O)CCCCCCC(=O)NO. Cell line: RPMI-8226. Synergy scores: CSS=11.5, Synergy_ZIP=-12.2, Synergy_Bliss=-14.6, Synergy_Loewe=-49.9, Synergy_HSA=-18.2.